This data is from NCI-60 drug combinations with 297,098 pairs across 59 cell lines. The task is: Regression. Given two drug SMILES strings and cell line genomic features, predict the synergy score measuring deviation from expected non-interaction effect. Drug 1: CC1CCC2CC(C(=CC=CC=CC(CC(C(=O)C(C(C(=CC(C(=O)CC(OC(=O)C3CCCCN3C(=O)C(=O)C1(O2)O)C(C)CC4CCC(C(C4)OC)OCCO)C)C)O)OC)C)C)C)OC. Cell line: HCT116. Drug 2: C1=NC2=C(N1)C(=S)N=CN2. Synergy scores: CSS=25.8, Synergy_ZIP=-0.264, Synergy_Bliss=-2.55, Synergy_Loewe=-1.98, Synergy_HSA=-1.56.